The task is: Predict which catalyst facilitates the given reaction.. This data is from Catalyst prediction with 721,799 reactions and 888 catalyst types from USPTO. (1) Reactant: [C:1]([C:3]1[CH:4]=[C:5]([CH:10]=[CH:11][C:12]=1[OH:13])[C:6]([O:8][CH3:9])=[O:7])#[N:2].C([O-])([O-])=O.[K+].[K+].C(C(N)CBr)(O[C:23](C)([CH3:25])[CH3:24])=O. Product: [C:1]([C:3]1[CH:4]=[C:5]([CH:10]=[CH:11][C:12]=1[O:13][CH:23]([CH3:25])[CH3:24])[C:6]([O:8][CH3:9])=[O:7])#[N:2]. The catalyst class is: 18. (2) Reactant: [F:1][C:2]([F:12])([F:11])[CH2:3][CH2:4][S:5][CH2:6][CH2:7][C:8](O)=[O:9].S(Cl)([Cl:15])=O. Product: [F:1][C:2]([F:12])([F:11])[CH2:3][CH2:4][S:5][CH2:6][CH2:7][C:8]([Cl:15])=[O:9]. The catalyst class is: 4. (3) Reactant: [NH2:1][C:2]1[N:7]=[C:6]([C:8]([O:10][CH2:11][CH3:12])=[O:9])[CH:5]=[CH:4][CH:3]=1.[C:13](O[C:13]([O:15][C:16]([CH3:19])([CH3:18])[CH3:17])=[O:14])([O:15][C:16]([CH3:19])([CH3:18])[CH3:17])=[O:14]. Product: [C:16]([O:15][C:13]([NH:1][C:2]1[N:7]=[C:6]([C:8]([O:10][CH2:11][CH3:12])=[O:9])[CH:5]=[CH:4][CH:3]=1)=[O:14])([CH3:19])([CH3:18])[CH3:17]. The catalyst class is: 251.